Dataset: Full USPTO retrosynthesis dataset with 1.9M reactions from patents (1976-2016). Task: Predict the reactants needed to synthesize the given product. (1) Given the product [CH3:20][C:15]1([CH3:21])[C:16]([CH3:19])([CH3:18])[O:17][B:13]([C:2]2[CH:7]=[CH:6][C:5]([N:8]3[CH:12]=[N:11][N:10]=[N:9]3)=[CH:4][CH:3]=2)[O:14]1, predict the reactants needed to synthesize it. The reactants are: Br[C:2]1[CH:7]=[CH:6][C:5]([N:8]2[CH:12]=[N:11][N:10]=[N:9]2)=[CH:4][CH:3]=1.[B:13]1([B:13]2[O:17][C:16]([CH3:19])([CH3:18])[C:15]([CH3:21])([CH3:20])[O:14]2)[O:17][C:16]([CH3:19])([CH3:18])[C:15]([CH3:21])([CH3:20])[O:14]1.CC(C1C=C(C(C)C)C(C2C=CC=CC=2P(C2CCCCC2)C2CCCCC2)=C(C(C)C)C=1)C.[O-]P([O-])([O-])=O.[K+].[K+].[K+]. (2) The reactants are: C([O:3][C:4]([C:6]1([CH:19]2[CH2:23][CH2:22][CH2:21][CH2:20]2)[CH2:11][CH2:10][N:9]([C:12]([O:14][C:15]([CH3:18])([CH3:17])[CH3:16])=[O:13])[CH2:8][CH2:7]1)=[O:5])C.[OH-].[Na+].C(OCC)(=O)C.C1COCC1. Given the product [C:15]([O:14][C:12]([N:9]1[CH2:10][CH2:11][C:6]([CH:19]2[CH2:20][CH2:21][CH2:22][CH2:23]2)([C:4]([OH:5])=[O:3])[CH2:7][CH2:8]1)=[O:13])([CH3:18])([CH3:16])[CH3:17], predict the reactants needed to synthesize it. (3) Given the product [Br:24][C:12]1[CH:11]=[C:10]([O:13][C:14]([F:17])([F:15])[F:16])[CH:9]=[CH:8][C:7]=1[C:4]1[O:5][CH2:6][C:2]([CH3:18])([CH3:1])[N:3]=1, predict the reactants needed to synthesize it. The reactants are: [CH3:1][C:2]1([CH3:18])[CH2:6][O:5][C:4]([C:7]2[CH:12]=[CH:11][C:10]([O:13][C:14]([F:17])([F:16])[F:15])=[CH:9][CH:8]=2)=[N:3]1.[Li]CCCC.[Br:24]Br.C(=O)([O-])[O-].[Na+].[Na+].S([O-])([O-])(=O)=S.[Na+].[Na+]. (4) The reactants are: [N:1]1([CH2:6][CH2:7][O:8][C:9]2[CH:18]=[C:17]3[C:12]([C:13](=[O:19])[CH2:14][CH2:15][O:16]3)=[CH:11][CH:10]=2)[CH:5]=[CH:4][N:3]=[CH:2]1.OS(O)(=O)=O.[S:25]1[CH:29]=[CH:28][CH:27]=[C:26]1[CH:30]=O. Given the product [N:1]1([CH2:6][CH2:7][O:8][C:9]2[CH:18]=[C:17]3[C:12]([C:13](=[O:19])/[C:14](=[CH:30]/[C:26]4[S:25][CH:29]=[CH:28][CH:27]=4)/[CH2:15][O:16]3)=[CH:11][CH:10]=2)[CH:5]=[CH:4][N:3]=[CH:2]1, predict the reactants needed to synthesize it. (5) Given the product [Cl:1][C:2]1[CH:3]=[CH:4][C:5]([S:8]([N:11]([CH2:17][CH3:18])[C:12](=[CH2:16])[C:13]([NH:46][CH2:45][C:43]2[CH:42]=[CH:41][N:40]=[C:39]([C:36]3[CH:35]=[CH:34][C:33]([O:32][C:31]([F:48])([F:30])[F:47])=[CH:38][CH:37]=3)[CH:44]=2)=[O:15])(=[O:9])=[O:10])=[CH:6][CH:7]=1, predict the reactants needed to synthesize it. The reactants are: [Cl:1][C:2]1[CH:7]=[CH:6][C:5]([S:8]([N:11]([CH2:17][CH3:18])[C:12](=[CH2:16])[C:13]([OH:15])=O)(=[O:10])=[O:9])=[CH:4][CH:3]=1.CCOC(OC(OCC)=O)=O.[F:30][C:31]([F:48])([F:47])[O:32][C:33]1[CH:38]=[CH:37][C:36]([C:39]2[CH:44]=[C:43]([CH2:45][NH2:46])[CH:42]=[CH:41][N:40]=2)=[CH:35][CH:34]=1. (6) The reactants are: CO[C:3](=[O:17])/[CH:4]=[CH:5]/[CH:6]=[CH:7]/[CH2:8][CH2:9][C:10]([O:12][C:13](C)(C)C)=[O:11].C(O)(C(F)(F)F)=O.[NH2:25][C:26]1[CH:31]=[CH:30][CH:29]=[CH:28][CH:27]=1.C(Cl)CCl. Given the product [CH3:13][O:12][C:10](=[O:11])/[CH:9]=[CH:8]/[CH:7]=[CH:6]/[CH2:5][CH2:4][C:3](=[O:17])[NH:25][C:26]1[CH:31]=[CH:30][CH:29]=[CH:28][CH:27]=1, predict the reactants needed to synthesize it.